From a dataset of Forward reaction prediction with 1.9M reactions from USPTO patents (1976-2016). Predict the product of the given reaction. (1) Given the reactants Cl.[NH:2]1[CH2:7][CH2:6][CH2:5][CH2:4][C@H:3]1[CH2:8][OH:9].C([N:12]([CH2:15][CH3:16])[CH2:13][CH3:14])C, predict the reaction product. The product is: [OH:9][CH2:8][C@@H:3]1[CH2:4][CH2:5][CH2:6][CH2:7][N:2]1[C:8]([C:3]1[C:15]([CH3:16])=[N:12][CH:13]=[CH:14][CH:4]=1)=[O:9]. (2) The product is: [I-:1].[CH3:2][O:3][C:4]1[CH:5]=[C:6]2[C:11](=[CH:12][C:13]=1[O:14][CH3:15])[N:10]([CH3:16])[C:9]([C:17]1[CH:18]=[CH:19][CH:20]=[CH:21][CH:22]=1)=[N:8][C:7]2=[CH:26][C:27]1[S:28][C:29]2[CH:36]=[CH:35][CH:34]=[CH:33][C:30]=2[N+:31]=1[CH3:32]. Given the reactants [I-:1].[CH3:2][O:3][C:4]1[CH:5]=[C:6]2[C:11](=[CH:12][C:13]=1[O:14][CH3:15])[N+:10]([CH3:16])=[C:9]([C:17]1[CH:22]=[CH:21][CH:20]=[CH:19][CH:18]=1)[N:8]=[C:7]2SC.[I-].[CH3:26][C:27]1[S:28][C:29]2[CH:36]=[CH:35][CH:34]=[CH:33][C:30]=2[N+:31]=1[CH3:32].C(N(CC)CC)C, predict the reaction product. (3) Given the reactants Cl.[OH:2][CH2:3][C@H:4]([CH3:32])[O:5][C:6]1[CH:7]=[C:8]([CH:18]=[C:19]([O:21][C:22]2[CH:27]=[CH:26][C:25]([S:28]([CH3:31])(=[O:30])=[O:29])=[CH:24][CH:23]=2)[CH:20]=1)[C:9]([NH:11][C:12]1[CH:16]=[CH:15][N:14]([CH3:17])[N:13]=1)=[O:10].C(=O)([O-])O.[Na+], predict the reaction product. The product is: [OH:2][CH2:3][C@H:4]([CH3:32])[O:5][C:6]1[CH:7]=[C:8]([CH:18]=[C:19]([O:21][C:22]2[CH:27]=[CH:26][C:25]([S:28]([CH3:31])(=[O:29])=[O:30])=[CH:24][CH:23]=2)[CH:20]=1)[C:9]([NH:11][C:12]1[CH:16]=[CH:15][N:14]([CH3:17])[N:13]=1)=[O:10]. (4) Given the reactants [F:1][C:2]1[CH:37]=[CH:36][C:5]([CH2:6][N:7]2[C:19](=[O:20])[C:18]3[C:17]([O:21][Si](C(C)C)(C(C)C)C(C)C)=[C:16]4[C:11]([CH:12]=[CH:13][CH:14]=[N:15]4)=[C:10]([O:32][CH3:33])[C:9]=3[C:8]2(O)[CH3:34])=[CH:4][CH:3]=1.C(O)(C(F)(F)F)=O, predict the reaction product. The product is: [F:1][C:2]1[CH:3]=[CH:4][C:5]([CH2:6][N:7]2[C:19](=[O:20])[C:18]3[C:17]([OH:21])=[C:16]4[C:11]([CH:12]=[CH:13][CH:14]=[N:15]4)=[C:10]([O:32][CH3:33])[C:9]=3[C:8]2=[CH2:34])=[CH:36][CH:37]=1. (5) Given the reactants [Cl:1][C:2]1[CH:7]=[CH:6][CH:5]=[CH:4][C:3]=1[CH:8]([O:10][C:11](=[O:34])[NH:12][C:13]1[C:14]([CH3:33])=[N:15][O:16][C:17]=1[C:18]1[CH:23]=[CH:22][CH:21]=[C:20](B2OC(C)(C)C(C)(C)O2)[CH:19]=1)[CH3:9].[CH2:35]([O:37][C:38](=[O:48])[CH2:39][C:40]1[CH:45]=[C:44](Br)[CH:43]=[CH:42][C:41]=1[F:47])[CH3:36], predict the reaction product. The product is: [CH2:35]([O:37][C:38](=[O:48])[CH2:39][C:40]1[CH:45]=[C:44]([C:20]2[CH:21]=[CH:22][CH:23]=[C:18]([C:17]3[O:16][N:15]=[C:14]([CH3:33])[C:13]=3[NH:12][C:11]([O:10][CH:8]([C:3]3[CH:4]=[CH:5][CH:6]=[CH:7][C:2]=3[Cl:1])[CH3:9])=[O:34])[CH:19]=2)[CH:43]=[CH:42][C:41]=1[F:47])[CH3:36]. (6) Given the reactants Cl.[NH2:2][C@H:3]([C:11]([O:13][C:14]([CH3:17])([CH3:16])[CH3:15])=[O:12])[CH2:4][C:5]1[CH:10]=[CH:9][CH:8]=[CH:7][CH:6]=1.C(=O)([O-])[O-].[K+].[K+].Br[CH2:25][C:26]1[CH:27]=[C:28]([CH:36]=[CH:37][CH:38]=1)[C:29]([O:31][C:32]([CH3:35])([CH3:34])[CH3:33])=[O:30].O, predict the reaction product. The product is: [C:32]([O:31][C:29]([C:28]1[CH:27]=[C:26]([CH:38]=[CH:37][CH:36]=1)[CH2:25][NH:2][C@H:3]([C:11]([O:13][C:14]([CH3:17])([CH3:16])[CH3:15])=[O:12])[CH2:4][C:5]1[CH:10]=[CH:9][CH:8]=[CH:7][CH:6]=1)=[O:30])([CH3:35])([CH3:33])[CH3:34]. (7) Given the reactants [O:1]=[C:2]([NH:24][C:25]1[CH:30]=[CH:29][C:28]([S:31](=[O:34])(=[O:33])[NH2:32])=[CH:27][CH:26]=1)[CH2:3][CH2:4][CH2:5][CH2:6][CH2:7][N:8]([CH2:17][C:18]1[CH:23]=[CH:22][CH:21]=[CH:20][N:19]=1)[CH2:9][C:10]([O:12]C(C)(C)C)=[O:11], predict the reaction product. The product is: [O:1]=[C:2]([NH:24][C:25]1[CH:30]=[CH:29][C:28]([S:31](=[O:33])(=[O:34])[NH2:32])=[CH:27][CH:26]=1)[CH2:3][CH2:4][CH2:5][CH2:6][CH2:7][N:8]([CH2:17][C:18]1[CH:23]=[CH:22][CH:21]=[CH:20][N:19]=1)[CH2:9][C:10]([OH:12])=[O:11]. (8) Given the reactants [C:1]([O:5][C:6](=[O:34])[CH2:7][N:8]1[C:16]2[C:11](=[CH:12][CH:13]=[C:14]([NH:17][CH2:18][C:19]3[N:20]([CH3:33])[C:21]4[C:26]([C:27]=3[C:28]([O:30]C)=O)=[C:25]([Cl:32])[CH:24]=[CH:23][CH:22]=4)[CH:15]=2)[CH:10]=[CH:9]1)([CH3:4])([CH3:3])[CH3:2].[Al](C)(C)C, predict the reaction product. The product is: [Cl:32][C:25]1[C:26]2[C:27]3[C:28](=[O:30])[N:17]([C:14]4[CH:15]=[C:16]5[C:11]([CH:10]=[CH:9][N:8]5[CH2:7][C:6]([O:5][C:1]([CH3:4])([CH3:3])[CH3:2])=[O:34])=[CH:12][CH:13]=4)[CH2:18][C:19]=3[N:20]([CH3:33])[C:21]=2[CH:22]=[CH:23][CH:24]=1. (9) Given the reactants [C:1]1([OH:7])[CH:6]=[CH:5][CH:4]=[CH:3][CH:2]=1.[H-].[Na+].[N+]([C:13]1[S:17][C:16]([CH:18]=[O:19])=[CH:15][CH:14]=1)([O-])=O.O, predict the reaction product. The product is: [O:7]([C:13]1[S:17][C:16]([CH:18]=[O:19])=[CH:15][CH:14]=1)[C:1]1[CH:6]=[CH:5][CH:4]=[CH:3][CH:2]=1. (10) Given the reactants [CH3:1][N:2]([CH3:7])[CH2:3][CH2:4][CH2:5][NH2:6].[Br:8][C:9]1[C:10](Cl)=[N:11][C:12]([Cl:15])=[N:13][CH:14]=1.C(OCC)(=O)C, predict the reaction product. The product is: [Br:8][C:9]1[C:10]([NH:6][CH2:5][CH2:4][CH2:3][N:2]([CH3:7])[CH3:1])=[N:11][C:12]([Cl:15])=[N:13][CH:14]=1.